Predict the product of the given reaction. From a dataset of Forward reaction prediction with 1.9M reactions from USPTO patents (1976-2016). (1) Given the reactants [O-]S(C(F)(F)F)(=O)=O.[C:9]1(=[O:19])[NH:13][C:12](=[O:14])[C:11]2=[CH:15][CH:16]=[CH:17][CH:18]=[C:10]12.[K], predict the reaction product. The product is: [C:9]1(=[O:19])[NH:13][C:12](=[O:14])[C:11]2=[CH:15][CH:16]=[CH:17][CH:18]=[C:10]12. (2) Given the reactants [CH2:1]([C:3]1[CH:9]=[CH:8][C:7]([N+:10]([O-:12])=[O:11])=[CH:6][C:4]=1[NH2:5])[CH3:2].[N:13](OC(C)(C)C)=O, predict the reaction product. The product is: [CH3:2][C:1]1[C:3]2[C:4](=[CH:6][C:7]([N+:10]([O-:12])=[O:11])=[CH:8][CH:9]=2)[NH:5][N:13]=1.